From a dataset of Reaction yield outcomes from USPTO patents with 853,638 reactions. Predict the reaction yield, written as a fraction of the theoretical maximum amount of product (1.0 means a 100% yield; for example, 0.34 means a 34% yield). The product is [CH3:1][O:2][CH2:3][CH2:4][CH:5]([N:10]1[CH:14]=[CH:13][CH:12]=[N:11]1)[C:6]([OH:8])=[O:7]. The catalyst is CO.O. The reactants are [CH3:1][O:2][CH2:3][CH2:4][CH:5]([N:10]1[CH:14]=[CH:13][CH:12]=[N:11]1)[C:6]([O:8]C)=[O:7].[OH-].[K+].Cl. The yield is 0.950.